Dataset: Forward reaction prediction with 1.9M reactions from USPTO patents (1976-2016). Task: Predict the product of the given reaction. The product is: [CH3:16][C:10]1[CH:11]=[N:12][CH:13]=[C:14]([CH3:15])[C:9]=1[C:5]1[C:6]([CH3:8])=[CH:7][C:2]([CH:19]=[CH:18][C:20]2[CH:25]=[CH:24][C:23]([CH:26]([C:27]#[N:28])[C:29]#[N:30])=[CH:22][CH:21]=2)=[CH:3][C:4]=1[CH3:17]. Given the reactants I[C:2]1[CH:7]=[C:6]([CH3:8])[C:5]([C:9]2[C:14]([CH3:15])=[CH:13][N:12]=[CH:11][C:10]=2[CH3:16])=[C:4]([CH3:17])[CH:3]=1.[CH:18]([C:20]1[CH:25]=[CH:24][C:23]([CH:26]([C:29]#[N:30])[C:27]#[N:28])=[CH:22][CH:21]=1)=[CH2:19].C1C=CC(P(C2C=CC=CC=2)C2C=CC=CC=2)=CC=1, predict the reaction product.